Dataset: Catalyst prediction with 721,799 reactions and 888 catalyst types from USPTO. Task: Predict which catalyst facilitates the given reaction. (1) Reactant: [CH3:1][O:2][C:3]1[CH:8]=[CH:7][N:6]=[C:5]2[NH:9][CH:10]=[C:11]([CH:12]([C:17]3[CH:22]=[CH:21][CH:20]=[CH:19][CH:18]=3)[CH2:13][C:14]([OH:16])=O)[C:4]=12.C1C[N:26]([P+](ON2N=NC3C=CC=CC2=3)(N2CCCC2)N2CCCC2)[CH2:25]C1.F[P-](F)(F)(F)(F)F.CN. Product: [CH3:1][O:2][C:3]1[CH:8]=[CH:7][N:6]=[C:5]2[NH:9][CH:10]=[C:11]([CH:12]([C:17]3[CH:22]=[CH:21][CH:20]=[CH:19][CH:18]=3)[CH2:13][C:14]([NH:26][CH3:25])=[O:16])[C:4]=12. The catalyst class is: 2. (2) Reactant: [CH2:1]([N:4]([CH2:23][CH2:24][CH3:25])[CH2:5][CH2:6][CH2:7][CH2:8][NH:9][C:10]([C:12]1[N:13]=[C:14]2[CH2:19][CH2:18][CH:17]([CH2:20][NH2:21])[CH2:16][N:15]2[CH:22]=1)=[O:11])[CH2:2][CH3:3].C(OC)(OC)OC.[NH:33]1[CH:37]=[CH:36][N:35]=[C:34]1[CH:38]=O.[BH4-].[Na+]. Product: [CH2:23]([N:4]([CH2:1][CH2:2][CH3:3])[CH2:5][CH2:6][CH2:7][CH2:8][NH:9][C:10]([C:12]1[N:13]=[C:14]2[CH2:19][CH2:18][CH:17]([CH2:20][NH:21][CH2:38][C:34]3[NH:33][CH:37]=[CH:36][N:35]=3)[CH2:16][N:15]2[CH:22]=1)=[O:11])[CH2:24][CH3:25]. The catalyst class is: 24. (3) Product: [N:1]1([CH2:6][C@@H:7]2[C@H:10]([NH:11][C:12](=[O:37])/[C:13](=[N:27]\[O:28][CH2:29][C:30]([OH:32])=[O:31])/[C:14]3[N:15]=[C:16]([NH2:19])[S:17][CH:18]=3)[C:9](=[O:38])[N:8]2[S:39]([OH:42])(=[O:40])=[O:41])[CH:5]=[N:4][CH:3]=[N:2]1. Reactant: [N:1]1([CH2:6][C@@H:7]2[C@H:10]([NH:11][C:12](=[O:37])/[C:13](=[N:27]\[O:28][CH2:29][C:30]([O:32]C(C)(C)C)=[O:31])/[C:14]3[N:15]=[C:16]([NH:19]C(OC(C)(C)C)=O)[S:17][CH:18]=3)[C:9](=[O:38])[N:8]2[S:39]([OH:42])(=[O:41])=[O:40])[CH:5]=[N:4][CH:3]=[N:2]1.C(O)(C(F)(F)F)=O. The catalyst class is: 2. (4) Reactant: [C:1]1([C:7]2[C:12]([OH:13])=[CH:11][CH:10]=[CH:9][N:8]=2)[CH:6]=[CH:5][CH:4]=[CH:3][CH:2]=1.[CH2:14]([Br:21])[C:15]1[CH:20]=[CH:19][CH:18]=[CH:17][CH:16]=1. Product: [Br-:21].[C:15]1([CH2:14][N+:8]2[CH:9]=[CH:10][CH:11]=[C:12]([OH:13])[C:7]=2[C:1]2[CH:2]=[CH:3][CH:4]=[CH:5][CH:6]=2)[CH:20]=[CH:19][CH:18]=[CH:17][CH:16]=1. The catalyst class is: 10.